Dataset: Reaction yield outcomes from USPTO patents with 853,638 reactions. Task: Predict the reaction yield, written as a fraction of the theoretical maximum amount of product (1.0 means a 100% yield; for example, 0.34 means a 34% yield). (1) The reactants are Br[C:2]1[CH:7]=[CH:6][C:5]([C:8]([CH3:17])([CH3:16])[C:9]([NH:11][CH2:12][CH:13]([CH3:15])[CH3:14])=[O:10])=[CH:4][CH:3]=1.[C:18]1([CH3:27])[CH:23]=[CH:22][CH:21]=[C:20](B(O)O)[CH:19]=1. No catalyst specified. The product is [CH2:12]([NH:11][C:9](=[O:10])[C:8]([CH3:17])([C:5]1[CH:6]=[CH:7][C:2]([C:20]2[CH:21]=[CH:22][CH:23]=[C:18]([CH3:27])[CH:19]=2)=[CH:3][CH:4]=1)[CH3:16])[CH:13]([CH3:15])[CH3:14]. The yield is 0.600. (2) The reactants are [CH2:1]([O:8][C:9]1[CH:10]=[C:11]([C:15]2[N:20]=[C:19](/[CH:21]=[CH:22]/[N:23](C)C)[C:18]([N+]([O-])=O)=[C:17]([N:29]3[CH2:34][CH2:33][O:32][CH2:31][CH2:30]3)[N:16]=2)[CH:12]=[CH:13][CH:14]=1)[C:2]1[CH:7]=[CH:6][CH:5]=[CH:4][CH:3]=1. The catalyst is CO.[Pd]. The product is [CH2:1]([O:8][C:9]1[CH:10]=[C:11]([C:15]2[N:16]=[C:17]([N:29]3[CH2:34][CH2:33][O:32][CH2:31][CH2:30]3)[C:18]3[NH:23][CH:22]=[CH:21][C:19]=3[N:20]=2)[CH:12]=[CH:13][CH:14]=1)[C:2]1[CH:3]=[CH:4][CH:5]=[CH:6][CH:7]=1. The yield is 0.850.